Dataset: Hepatocyte clearance measurements from AstraZeneca. Task: Regression/Classification. Given a drug SMILES string, predict its absorption, distribution, metabolism, or excretion properties. Task type varies by dataset: regression for continuous measurements (e.g., permeability, clearance, half-life) or binary classification for categorical outcomes (e.g., BBB penetration, CYP inhibition). For this dataset (clearance_hepatocyte_az), we predict log10(clearance) (log10 of the in vitro intrinsic clearance, CLint, in uL/min per 10^6 hepatocytes; values are censored to the assay range of 3 to 150, which is 0.477 to 2.18 on this log10 scale). (1) The molecule is COc1ccc(N2CCN(C(=O)[C@@H]3CCCC[C@H]3C(=O)NC3(C#N)CC3)[C@H](C)C2)cc1OC. The log10(clearance) is 0.480. (2) The molecule is NC(=O)N1c2ccccc2C=Cc2ccccc21. The log10(clearance) is 0.720. (3) The compound is COc1ccc2nc(C)cc(-n3cc(CNC(C)=O)nn3)c2c1. The log10(clearance) is 0.830.